The task is: Predict which catalyst facilitates the given reaction.. This data is from Catalyst prediction with 721,799 reactions and 888 catalyst types from USPTO. (1) Reactant: [CH2:1]([NH:9][S:10]([C:13]1[CH:14]=[C:15]([CH:19]=[CH:20][C:21]([OH:23])=O)[CH:16]=[CH:17][CH:18]=1)(=[O:12])=[O:11])[CH2:2][C:3]1[CH:8]=[CH:7][CH:6]=[CH:5][CH:4]=1.[Cl:24]CCl. Product: [CH2:1]([NH:9][S:10]([C:13]1[CH:14]=[C:15]([CH:19]=[CH:20][C:21]([Cl:24])=[O:23])[CH:16]=[CH:17][CH:18]=1)(=[O:12])=[O:11])[CH2:2][C:3]1[CH:8]=[CH:7][CH:6]=[CH:5][CH:4]=1. The catalyst class is: 9. (2) Reactant: [Br:1][C:2]1[CH:3]=[C:4]2[C:8](=[CH:9][CH:10]=1)[C:7](=O)[CH2:6][CH2:5]2.Cl.[O:13]([NH2:15])[CH3:14].N1C=CC=CC=1. Product: [CH3:14][O:13]/[N:15]=[C:7]1\[CH2:6][CH2:5][C:4]2[C:8]\1=[CH:9][CH:10]=[C:2]([Br:1])[CH:3]=2. The catalyst class is: 8.